This data is from Forward reaction prediction with 1.9M reactions from USPTO patents (1976-2016). The task is: Predict the product of the given reaction. (1) The product is: [Br:1][C:2]1[CH:11]=[CH:10][C:5]([C:6]([OH:8])=[O:7])=[C:4]([O:12][CH3:13])[CH:3]=1. Given the reactants [Br:1][C:2]1[CH:11]=[CH:10][C:5]([C:6]([O:8]C)=[O:7])=[C:4]([O:12][CH3:13])[CH:3]=1.[OH-].[K+].Cl.O, predict the reaction product. (2) Given the reactants [OH:1][C:2]1[CH:16]=[CH:15][C:5]([CH2:6][NH:7][C:8](=[O:14])[O:9][C:10]([CH3:13])([CH3:12])[CH3:11])=[CH:4][CH:3]=1.[CH2:17]([O:19][C:20](=[O:23])[CH2:21]Br)[CH3:18].C([O-])([O-])=O.[K+].[K+], predict the reaction product. The product is: [C:10]([O:9][C:8]([NH:7][CH2:6][C:5]1[CH:15]=[CH:16][C:2]([O:1][CH2:21][C:20]([O:19][CH2:17][CH3:18])=[O:23])=[CH:3][CH:4]=1)=[O:14])([CH3:12])([CH3:13])[CH3:11]. (3) Given the reactants [O:1]([C:8]1[CH:13]=[CH:12][C:11]([C:14]2[C:22]3[C:17](=[N:18][CH:19]=[N:20][C:21]=3[NH2:23])[NH:16][N:15]=2)=[CH:10][CH:9]=1)[C:2]1[CH:7]=[CH:6][CH:5]=[CH:4][CH:3]=1.O[CH:25]1[CH2:28][C:27]2([CH2:33][CH2:32][CH2:31][N:30]([C:34]([O:36][CH2:37][C:38]3[CH:43]=[CH:42][CH:41]=[CH:40][CH:39]=3)=[O:35])[CH2:29]2)[CH2:26]1.C1C=CC(P(C2C=CC=CC=2)C2C=CC=CC=2)=CC=1.CC(OC(/N=N/C(OC(C)C)=O)=O)C, predict the reaction product. The product is: [NH2:23][C:21]1[N:20]=[CH:19][N:18]=[C:17]2[N:16]([CH:25]3[CH2:28][C:27]4([CH2:33][CH2:32][CH2:31][N:30]([C:34]([O:36][CH2:37][C:38]5[CH:43]=[CH:42][CH:41]=[CH:40][CH:39]=5)=[O:35])[CH2:29]4)[CH2:26]3)[N:15]=[C:14]([C:11]3[CH:12]=[CH:13][C:8]([O:1][C:2]4[CH:7]=[CH:6][CH:5]=[CH:4][CH:3]=4)=[CH:9][CH:10]=3)[C:22]=12. (4) Given the reactants [CH2:1]([O:8][CH2:9][CH2:10][C@H:11]([NH:32]C(=O)OC(C)(C)C)[C:12]1[N:17]([C:18]2[CH:23]=[C:22]([F:24])[CH:21]=[C:20]([F:25])[CH:19]=2)[C:16](=[O:26])[C:15]2=[C:27]([C:30]#[N:31])[CH:28]=[CH:29][N:14]2[N:13]=1)[C:2]1[CH:7]=[CH:6][CH:5]=[CH:4][CH:3]=1.Cl.O1CCOCC1, predict the reaction product. The product is: [NH2:32][C@H:11]([C:12]1[N:17]([C:18]2[CH:19]=[C:20]([F:25])[CH:21]=[C:22]([F:24])[CH:23]=2)[C:16](=[O:26])[C:15]2=[C:27]([C:30]#[N:31])[CH:28]=[CH:29][N:14]2[N:13]=1)[CH2:10][CH2:9][O:8][CH2:1][C:2]1[CH:3]=[CH:4][CH:5]=[CH:6][CH:7]=1.